The task is: Predict which catalyst facilitates the given reaction.. This data is from Catalyst prediction with 721,799 reactions and 888 catalyst types from USPTO. Reactant: [C:1]([CH:3]([CH2:9][C:10]1[CH:15]=[CH:14][C:13]([O:16][CH2:17][CH2:18][C:19]2[CH:24]=[CH:23][C:22]([NH:25][C:26](=[O:30])[CH:27]([CH3:29])[CH3:28])=[CH:21][CH:20]=2)=[CH:12][CH:11]=1)[C:4](OCC)=[O:5])#[N:2].[BH4-].[Na+]. Product: [C:1]([CH:3]([CH2:4][OH:5])[CH2:9][C:10]1[CH:15]=[CH:14][C:13]([O:16][CH2:17][CH2:18][C:19]2[CH:24]=[CH:23][C:22]([NH:25][C:26](=[O:30])[CH:27]([CH3:29])[CH3:28])=[CH:21][CH:20]=2)=[CH:12][CH:11]=1)#[N:2]. The catalyst class is: 5.